Dataset: Full USPTO retrosynthesis dataset with 1.9M reactions from patents (1976-2016). Task: Predict the reactants needed to synthesize the given product. (1) Given the product [Cl:1][C:2]([Cl:18])([Cl:17])[CH2:3][O:4][C:5]([NH:7][C:8]1[CH:9]=[C:10]([CH:14]=[CH:15][CH:16]=1)[C:11]([Cl:21])=[O:12])=[O:6], predict the reactants needed to synthesize it. The reactants are: [Cl:1][C:2]([Cl:18])([Cl:17])[CH2:3][O:4][C:5]([NH:7][C:8]1[CH:9]=[C:10]([CH:14]=[CH:15][CH:16]=1)[C:11](O)=[O:12])=[O:6].S(Cl)([Cl:21])=O. (2) Given the product [NH2:11][C:8]([CH3:10])([CH3:9])[CH2:7][NH:6][CH2:5][C:4]([NH2:1])([CH3:14])[CH3:15], predict the reactants needed to synthesize it. The reactants are: [N+:1]([C:4]([CH3:15])([CH3:14])[CH2:5][NH:6][CH2:7][C:8]([N+:11]([O-])=O)([CH3:10])[CH3:9])([O-])=O.[H][H]. (3) Given the product [C:10]([NH:9][C:5]1[CH:4]=[C:3]([O:2][CH3:1])[CH:8]=[CH:7][C:6]=1[C:14](=[O:13])[CH2:15][CH2:16][CH2:17][CH2:18][C:19]([O:21][CH3:22])=[O:20])(=[O:12])[CH3:11], predict the reactants needed to synthesize it. The reactants are: [CH3:1][O:2][C:3]1[CH:4]=[C:5]([NH:9][C:10](=[O:12])[CH3:11])[CH:6]=[CH:7][CH:8]=1.[O:13]=[CH:14][CH2:15][CH2:16][CH2:17][CH2:18][C:19]([O:21][CH3:22])=[O:20].CC(OO)(C)C.